From a dataset of Reaction yield outcomes from USPTO patents with 853,638 reactions. Predict the reaction yield, written as a fraction of the theoretical maximum amount of product (1.0 means a 100% yield; for example, 0.34 means a 34% yield). (1) The reactants are [Cl:1][C:2]1[C:3]([N:9]2[CH2:14][CH2:13][N:12]([CH2:15][CH2:16][CH2:17][N:18]3[C:26]4[CH2:25][CH2:24][N:23]([S:27]([CH3:30])(=[O:29])=[O:28])[CH2:22][C:21]=4[C:20]([C:31]4[CH:36]=[CH:35][C:34]([C:37]([F:40])([F:39])[F:38])=[CH:33][CH:32]=4)=[N:19]3)[CH2:11][CH2:10]2)=[C:4]([NH2:8])[CH:5]=[CH:6][CH:7]=1.C[Si]([N:45]=[C:46]=[O:47])(C)C.CO.C(Cl)Cl. The catalyst is C(Cl)Cl. The product is [Cl:1][C:2]1[C:3]([N:9]2[CH2:14][CH2:13][N:12]([CH2:15][CH2:16][CH2:17][N:18]3[C:26]4[CH2:25][CH2:24][N:23]([S:27]([CH3:30])(=[O:28])=[O:29])[CH2:22][C:21]=4[C:20]([C:31]4[CH:32]=[CH:33][C:34]([C:37]([F:38])([F:39])[F:40])=[CH:35][CH:36]=4)=[N:19]3)[CH2:11][CH2:10]2)=[C:4]([NH:8][C:46]([NH2:45])=[O:47])[CH:5]=[CH:6][CH:7]=1. The yield is 0.220. (2) The reactants are P(F)(F)(F)(F)F.N1(OC(N(C)C)=[N+](C)C)C2N=CC=CC=2N=N1.C(N(C(C)C)CC)(C)C.[OH:33][C:34]1[CH:42]=[C:41]([OH:43])[CH:40]=[CH:39][C:35]=1[C:36]([OH:38])=O.[C:44]1([CH:50]2[CH2:54][CH2:53][CH2:52][NH:51]2)[CH:49]=[CH:48][CH:47]=[CH:46][CH:45]=1.C([O-])(O)=O.[Na+]. The catalyst is CN(C=O)C. The product is [C:44]1([CH:50]2[CH2:54][CH2:53][CH2:52][N:51]2[C:36]([C:35]2[CH:39]=[CH:40][C:41]([OH:43])=[CH:42][C:34]=2[OH:33])=[O:38])[CH:49]=[CH:48][CH:47]=[CH:46][CH:45]=1. The yield is 0.120. (3) The reactants are Br[CH2:2][C:3]12[O:9][CH:8]1[CH:7]=[C:6]([C:10]1[CH:15]=[CH:14][N:13]=[CH:12][C:11]=1[N+:16]([O-:18])=[O:17])[CH2:5][CH:4]2[CH3:19].[Cl-].[NH4+].[N-:22]=[N+:23]=[N-:24].[Na+].C(=O)(O)[O-].[Na+]. The catalyst is C(#N)C.O.C(O)C. The product is [N:22]([CH:8]1[CH:7]=[C:6]([C:10]2[CH:15]=[CH:14][N:13]=[CH:12][C:11]=2[N+:16]([O-:18])=[O:17])[CH2:5][CH:4]([CH3:19])[C:3]21[O:9][CH2:2]2)=[N+:23]=[N-:24]. The yield is 0.570. (4) The reactants are [C:1]([C:4]1[CH:5]=[N:6][C:7]2[C:12]([C:13]=1[NH:14][C:15]1[CH:16]=[CH:17][C:18]([N:21]3[CH2:26][CH2:25][CH2:24][CH:23]([NH:27]C(=O)OC(C)(C)C)[CH2:22]3)=[N:19][CH:20]=1)=[N:11][C:10]([C:35]1[CH:40]=[C:39]([F:41])[C:38]([OH:42])=[C:37]([Cl:43])[CH:36]=1)=[CH:9][CH:8]=2)(=[O:3])[CH3:2].C(O)(C(F)(F)F)=O. No catalyst specified. The product is [ClH:43].[ClH:43].[ClH:43].[NH2:27][CH:23]1[CH2:24][CH2:25][CH2:26][N:21]([C:18]2[N:19]=[CH:20][C:15]([NH:14][C:13]3[C:12]4[C:7](=[CH:8][CH:9]=[C:10]([C:35]5[CH:40]=[C:39]([F:41])[C:38]([OH:42])=[C:37]([Cl:43])[CH:36]=5)[N:11]=4)[N:6]=[CH:5][C:4]=3[C:1](=[O:3])[CH3:2])=[CH:16][CH:17]=2)[CH2:22]1. The yield is 0.330. (5) The reactants are [Br:1][C:2]1[CH:3]=[C:4]([C:12]([O:14]C)=[O:13])[CH:5]=[C:6]([C:8]([O:10][CH3:11])=[O:9])[CH:7]=1.O[Li].O.O. The catalyst is C1COCC1. The product is [Br:1][C:2]1[CH:3]=[C:4]([CH:5]=[C:6]([C:8]([O:10][CH3:11])=[O:9])[CH:7]=1)[C:12]([OH:14])=[O:13]. The yield is 0.630.